Dataset: Full USPTO retrosynthesis dataset with 1.9M reactions from patents (1976-2016). Task: Predict the reactants needed to synthesize the given product. (1) Given the product [CH2:23]([N:30]1[CH2:39][CH2:38][C:37]2[C:36](=[O:40])[N:35]([C:2]3[CH:3]=[C:4]([CH:8]4[C:17]([CH3:19])([CH3:18])[CH2:16][C:15]5[C:10](=[CH:11][CH:12]=[C:13]([C:20]([OH:22])=[O:21])[CH:14]=5)[NH:9]4)[CH:5]=[CH:6][CH:7]=3)[CH:34]=[N:33][C:32]=2[CH2:31]1)[C:24]1[CH:25]=[CH:26][CH:27]=[CH:28][CH:29]=1, predict the reactants needed to synthesize it. The reactants are: Br[C:2]1[CH:3]=[C:4]([CH:8]2[C:17]([CH3:19])([CH3:18])[CH2:16][C:15]3[C:10](=[CH:11][CH:12]=[C:13]([C:20]([OH:22])=[O:21])[CH:14]=3)[NH:9]2)[CH:5]=[CH:6][CH:7]=1.[CH2:23]([N:30]1[CH2:39][CH2:38][C:37]2[C:36](=[O:40])[NH:35][CH:34]=[N:33][C:32]=2[CH2:31]1)[C:24]1[CH:29]=[CH:28][CH:27]=[CH:26][CH:25]=1.Cl.CN(C)CC(O)=O.C(=O)([O-])[O-].[K+].[K+]. (2) Given the product [Br:1][C:2]1[C:3]([C@@H:19]([NH:20][S@:21]([C:23]([CH3:26])([CH3:25])[CH3:24])=[O:22])[CH2:32][C:31]2[CH:30]=[C:29]([F:28])[CH:36]=[C:35]([F:37])[CH:34]=2)=[N:4][CH:5]=[C:6]([N:8]2[C:9](=[O:18])[C:10]3[C:15](=[CH:14][CH:13]=[CH:12][CH:11]=3)[C:16]2=[O:17])[CH:7]=1, predict the reactants needed to synthesize it. The reactants are: [Br:1][C:2]1[C:3](/[CH:19]=[N:20]\[S@:21]([C:23]([CH3:26])([CH3:25])[CH3:24])=[O:22])=[N:4][CH:5]=[C:6]([N:8]2[C:16](=[O:17])[C:15]3[C:10](=[CH:11][CH:12]=[CH:13][CH:14]=3)[C:9]2=[O:18])[CH:7]=1.[Br-].[F:28][C:29]1[CH:30]=[C:31]([CH:34]=[C:35]([F:37])[CH:36]=1)[CH2:32][Zn+].[Cl-].[NH4+]. (3) Given the product [F:1][C:2]1[C:7]2[N:8]3[C:25]([C:26]#[N:27])=[CH:24][CH:23]=[C:9]3[C:10]3([CH2:16][CH2:15][NH:14][CH2:13][CH2:12]3)[O:11][C:6]=2[CH:5]=[CH:4][CH:3]=1, predict the reactants needed to synthesize it. The reactants are: [F:1][C:2]1[C:7]2[N:8]3[C:25]([C:26]#[N:27])=[CH:24][CH:23]=[C:9]3[C:10]3([CH2:16][CH2:15][N:14](C(=O)C(F)(F)F)[CH2:13][CH2:12]3)[O:11][C:6]=2[CH:5]=[CH:4][CH:3]=1.C([O-])([O-])=O.[K+].[K+].O. (4) The reactants are: [C:1]([O:4][CH:5]=[CH:6][CH2:7][CH2:8][CH2:9][CH2:10][CH2:11][CH2:12][CH3:13])(=[O:3])[CH3:2].[CH2:14](O)[CH2:15][CH2:16]CCCC/C=C\CCC.C(OCCCCCCCC=C)(=O)C.C=CCCC. Given the product [C:1]([O:4][CH2:5][CH2:6][CH2:7][CH2:8][CH2:9][CH2:10][CH2:11]/[CH:12]=[CH:13]\[CH2:14][CH2:15][CH3:16])(=[O:3])[CH3:2], predict the reactants needed to synthesize it. (5) Given the product [Cl:8][C:5]1[N:4]=[C:3]([Cl:9])[C:2]([CH:14]([C:13]2[CH:16]=[CH:17][CH:18]=[C:11]([F:10])[CH:12]=2)[OH:15])=[CH:7][N:6]=1, predict the reactants needed to synthesize it. The reactants are: Br[C:2]1[C:3]([Cl:9])=[N:4][C:5]([Cl:8])=[N:6][CH:7]=1.[F:10][C:11]1[CH:12]=[C:13]([CH:16]=[CH:17][CH:18]=1)[CH:14]=[O:15].